This data is from Forward reaction prediction with 1.9M reactions from USPTO patents (1976-2016). The task is: Predict the product of the given reaction. (1) Given the reactants [C:1]([C:3]1[CH:4]=[CH:5][C:6]([NH:9][C:10]2[CH:11]=[C:12]([NH:30]C(=O)OCC3C=CC=CC=3)[CH:13]=[N:14][C:15]=2[S:16](=[O:29])(=[O:28])[NH:17][C:18]2[CH:19]=[CH:20][C:21]3[CH2:25][O:24][B:23]([OH:26])[C:22]=3[CH:27]=2)=[N:7][CH:8]=1)#[N:2], predict the reaction product. The product is: [NH2:30][C:12]1[CH:11]=[C:10]([NH:9][C:6]2[CH:5]=[CH:4][C:3]([C:1]#[N:2])=[CH:8][N:7]=2)[C:15]([S:16]([NH:17][C:18]2[CH:19]=[CH:20][C:21]3[CH2:25][O:24][B:23]([OH:26])[C:22]=3[CH:27]=2)(=[O:29])=[O:28])=[N:14][CH:13]=1. (2) The product is: [I:25][C:10]1[N:5]2[N:4]=[C:3]([S:2][CH3:1])[C:11]([NH:12][C:13](=[O:19])[O:14][C:15]([CH3:16])([CH3:18])[CH3:17])=[C:6]2[CH:7]=[CH:8][CH:9]=1. Given the reactants [CH3:1][S:2][C:3]1[C:11]([NH:12][C:13](=[O:19])[O:14][C:15]([CH3:18])([CH3:17])[CH3:16])=[C:6]2[CH:7]=[CH:8][CH:9]=[CH:10][N:5]2[N:4]=1.C([Li])CCC.[I:25]CCI.[Cl-].[NH4+], predict the reaction product.